This data is from Forward reaction prediction with 1.9M reactions from USPTO patents (1976-2016). The task is: Predict the product of the given reaction. (1) Given the reactants C([O-])(=O)C.[K+].[F:6][C:7]1[N:8]=[CH:9][C:10]2[C:15]([CH:16]=1)=[CH:14][C:13](B(O)O)=[CH:12][CH:11]=2.Br[C:21]1[S:25][C:24]([N:26]([CH2:34][C@@H:35]([NH:55][C:56]([O:58][C:59]([CH3:62])([CH3:61])[CH3:60])=[O:57])[C@@H:36]([O:47][Si:48]([C:51]([CH3:54])([CH3:53])[CH3:52])([CH3:50])[CH3:49])[C:37]2[CH:42]=[CH:41][C:40]([C:43]([F:46])([F:45])[CH3:44])=[CH:39][CH:38]=2)[C:27](=[O:33])[O:28][C:29]([CH3:32])([CH3:31])[CH3:30])=[N:23][CH:22]=1, predict the reaction product. The product is: [C:59]([O:58][C:56]([NH:55][C@@H:35]([C@@H:36]([O:47][Si:48]([C:51]([CH3:54])([CH3:53])[CH3:52])([CH3:50])[CH3:49])[C:37]1[CH:38]=[CH:39][C:40]([C:43]([F:45])([F:46])[CH3:44])=[CH:41][CH:42]=1)[CH2:34][N:26]([C:24]1[S:25][C:21]([C:13]2[CH:14]=[C:15]3[C:10](=[CH:11][CH:12]=2)[CH:9]=[N:8][C:7]([F:6])=[CH:16]3)=[CH:22][N:23]=1)[C:27](=[O:33])[O:28][C:29]([CH3:32])([CH3:31])[CH3:30])=[O:57])([CH3:60])([CH3:61])[CH3:62]. (2) Given the reactants C1(P(C2C=CC=CC=2)C2C=CC=CC=2)C=CC=CC=1.O(C(C)(C)C)[Na].[C:26]([C:29]1[CH:34]=[CH:33][CH:32]=[CH:31][CH:30]=1)(=[O:28])[CH3:27], predict the reaction product. The product is: [CH3:27][CH:26]([OH:28])[C:29]1[CH:34]=[CH:33][CH:32]=[CH:31][CH:30]=1. (3) Given the reactants [CH3:1][N:2]1[C:10]2[C:5](=[CH:6][CH:7]=[CH:8][CH:9]=2)[CH2:4][C:3]1=[O:11].[NH:12]1[C:20]2[C:15](=[CH:16][CH:17]=[C:18]([CH:21]=O)[CH:19]=2)[CH:14]=[N:13]1, predict the reaction product. The product is: [NH:12]1[C:20]2[C:15](=[CH:16][CH:17]=[C:18](/[CH:21]=[C:4]3/[C:3](=[O:11])[N:2]([CH3:1])[C:10]4[C:5]/3=[CH:6][CH:7]=[CH:8][CH:9]=4)[CH:19]=2)[CH:14]=[N:13]1. (4) Given the reactants [OH:1][C:2]1[CH:12]=[CH:11][C:10]([CH3:13])=[CH:9][C:3]=1[C:4]([O:6]CC)=[O:5].[CH2:14](Br)[CH:15]=[CH2:16].C(=O)([O-])[O-].[K+].[K+], predict the reaction product. The product is: [CH2:16]([O:1][C:2]1[CH:12]=[CH:11][C:10]([CH3:13])=[CH:9][C:3]=1[C:4]([OH:6])=[O:5])[CH:15]=[CH2:14]. (5) Given the reactants Cl[C:2]1[N:7]2[N:8]=[C:9]([C:20]3[CH:25]=[CH:24][N:23]=[C:22](S(C)=O)[N:21]=3)[C:10]([C:11]3[CH:16]=[CH:15][N:14]=[C:13](S(C)=O)[N:12]=3)=[C:6]2[CH:5]=[CH:4][CH:3]=1.[NH:29]1[CH2:34][CH2:33][O:32][CH2:31][CH2:30]1, predict the reaction product. The product is: [N:29]1([C:2]2[N:7]3[N:8]=[C:9]([C:20]4[CH:25]=[CH:24][N:23]=[C:22]([N:29]5[CH2:34][CH2:33][O:32][CH2:31][CH2:30]5)[N:21]=4)[C:10]([C:11]4[CH:16]=[CH:15][N:14]=[C:13]([N:29]5[CH2:34][CH2:33][O:32][CH2:31][CH2:30]5)[N:12]=4)=[C:6]3[CH:5]=[CH:4][CH:3]=2)[CH2:34][CH2:33][O:32][CH2:31][CH2:30]1.